From a dataset of Reaction yield outcomes from USPTO patents with 853,638 reactions. Predict the reaction yield, written as a fraction of the theoretical maximum amount of product (1.0 means a 100% yield; for example, 0.34 means a 34% yield). (1) The reactants are [Cl:1][C:2]1[CH:3]=[CH:4][C:5]([N+:11]([O-:13])=[O:12])=[C:6]([C:8](=O)[CH3:9])[CH:7]=1.[O:14]1[CH2:19][CH2:18][N:17]([S:20]([C:23]2[CH:24]=[C:25]([CH:30]=[CH:31][CH:32]=2)[C:26]([NH:28][NH2:29])=[O:27])(=[O:22])=[O:21])[CH2:16][CH2:15]1. The catalyst is CO.C(O)(=O)C. The product is [Cl:1][C:2]1[CH:3]=[CH:4][C:5]([N+:11]([O-:13])=[O:12])=[C:6](/[C:8](=[N:29]/[NH:28][C:26](=[O:27])[C:25]2[CH:30]=[CH:31][CH:32]=[C:23]([S:20]([N:17]3[CH2:18][CH2:19][O:14][CH2:15][CH2:16]3)(=[O:21])=[O:22])[CH:24]=2)/[CH3:9])[CH:7]=1. The yield is 0.201. (2) The reactants are [C:1]([O:5][C:6](=[O:11])[NH:7][CH2:8][CH2:9]O)([CH3:4])([CH3:3])[CH3:2].C1(P([N:26]=[N+:27]=[N-:28])(C2C=CC=CC=2)=O)C=CC=CC=1.C1(P(C2C=CC=CC=2)C2C=CC=CC=2)C=CC=CC=1.CCOC(/N=N/C(OCC)=O)=O.C1(C)C=CC=CC=1. The catalyst is O1CCCC1. The product is [C:1]([O:5][C:6](=[O:11])[NH:7][CH2:8][CH2:9][N:26]=[N+:27]=[N-:28])([CH3:4])([CH3:3])[CH3:2]. The yield is 0.720. (3) The reactants are [CH2:1]([N:3]1[CH2:8][CH2:7][CH2:6][CH2:5][C@@H:4]1[CH2:9][O:10][C:11]1[C:19]2[C:18]3[CH:20]=[C:21]([C:24]#[N:25])[N:22]=[CH:23][C:17]=3[N:16](COCC[Si](C)(C)C)[C:15]=2[N:14]=[CH:13][CH:12]=1)[CH3:2].Br.[OH-].[Na+].Cl. The catalyst is O1CCOCC1. The product is [CH2:1]([N:3]1[CH2:8][CH2:7][CH2:6][CH2:5][C@@H:4]1[CH2:9][O:10][C:11]1[C:19]2[C:18]3[CH:20]=[C:21]([C:24]#[N:25])[N:22]=[CH:23][C:17]=3[NH:16][C:15]=2[N:14]=[CH:13][CH:12]=1)[CH3:2]. The yield is 0.320. (4) The reactants are [CH2:1]([N:4]1[CH2:8][CH2:7][CH:6]([C:9]2[N:14]=[CH:13][C:12]([NH2:15])=[CH:11][N:10]=2)[CH2:5]1)[CH2:2][CH3:3].N1C=CC=CC=1.[Br:22][C:23]1[CH:28]=[CH:27][C:26]([S:29](Cl)(=[O:31])=[O:30])=[CH:25][CH:24]=1.CC[O-].[Na+]. The catalyst is C(Cl)Cl.CCO. The product is [Br:22][C:23]1[CH:28]=[CH:27][C:26]([S:29]([NH:15][C:12]2[CH:11]=[N:10][C:9]([CH:6]3[CH2:7][CH2:8][N:4]([CH2:1][CH2:2][CH3:3])[CH2:5]3)=[N:14][CH:13]=2)(=[O:31])=[O:30])=[CH:25][CH:24]=1. The yield is 0.210. (5) The reactants are [CH2:1]([O:3][C:4](=[O:17])[C:5]([C:10]([C:12]1[O:13][CH:14]=[CH:15][CH:16]=1)=O)=[CH:6]N(C)C)[CH3:2].[N+]([O-])(O)=O.[NH2:22][C:23]([NH2:25])=[NH:24].C([O-])(=O)C.[Na+]. The catalyst is CN(C=O)C. The product is [CH2:1]([O:3][C:4]([C:5]1[C:10]([C:12]2[O:13][CH:14]=[CH:15][CH:16]=2)=[N:24][C:23]([NH2:25])=[N:22][CH:6]=1)=[O:17])[CH3:2]. The yield is 0.280. (6) The reactants are Cl[C:2]([O:4][CH2:5][C:6]1[CH:11]=[CH:10][CH:9]=[CH:8][CH:7]=1)=[O:3].[I:12][C:13]1[CH:14]=[C:15]([C:22]([N:24]([CH3:28])[CH2:25][CH2:26][CH3:27])=[O:23])[CH:16]=[C:17]([CH:21]=1)C(O)=O.C(N(CC)CC)C. The catalyst is CN(C)C1C=CN=CC=1.ClCCl. The product is [CH2:5]([O:4][C:2](=[O:3])[C:17]1[CH:21]=[C:13]([I:12])[CH:14]=[C:15]([C:22]([N:24]([CH3:28])[CH2:25][CH2:26][CH3:27])=[O:23])[CH:16]=1)[C:6]1[CH:11]=[CH:10][CH:9]=[CH:8][CH:7]=1. The yield is 0.330. (7) The reactants are [CH3:1][O:2][C@H:3]([CH2:40][CH2:41][CH2:42][CH2:43][CH2:44][CH2:45][CH3:46])[CH2:4][CH2:5][O:6][C@H:7]1[C@H:16]([OH:17])[C@@H:15]([CH2:18][OH:19])[O:14][C@H:9]([O:10]/[CH:11]=[CH:12]/[CH3:13])[C@@H:8]1[O:20][C:21](=[O:39])[CH2:22][CH2:23][CH2:24][CH2:25][CH2:26][CH2:27][CH2:28][CH2:29][CH2:30]/[CH:31]=[CH:32]\[CH2:33][CH2:34][CH2:35][CH2:36][CH2:37][CH3:38].[Si:47](Cl)([C:50]([CH3:53])([CH3:52])[CH3:51])([CH3:49])[CH3:48]. The catalyst is C(Cl)Cl.CN(C1C=CN=CC=1)C. The product is [Si:47]([O:19][CH2:18][C@H:15]1[O:14][C@H:9]([O:10]/[CH:11]=[CH:12]/[CH3:13])[C@H:8]([O:20][C:21](=[O:39])[CH2:22][CH2:23][CH2:24][CH2:25][CH2:26][CH2:27][CH2:28][CH2:29][CH2:30]/[CH:31]=[CH:32]\[CH2:33][CH2:34][CH2:35][CH2:36][CH2:37][CH3:38])[C@@H:7]([O:6][CH2:5][CH2:4][C@H:3]([O:2][CH3:1])[CH2:40][CH2:41][CH2:42][CH2:43][CH2:44][CH2:45][CH3:46])[C@@H:16]1[OH:17])([C:50]([CH3:53])([CH3:52])[CH3:51])([CH3:49])[CH3:48]. The yield is 0.880. (8) The reactants are Br[C:2]1[C:11]2[C:6](=[C:7]([Cl:13])[CH:8]=[C:9]([OH:12])[CH:10]=2)[N:5]=[C:4]([C:14]2[CH:19]=[CH:18][C:17]([OH:20])=[C:16]([F:21])[CH:15]=2)[CH:3]=1.[CH3:22][O:23][C:24]1[CH:29]=[CH:28][C:27](B(O)O)=[CH:26][CH:25]=1. No catalyst specified. The product is [Cl:13][C:7]1[CH:8]=[C:9]([OH:12])[CH:10]=[C:11]2[C:6]=1[N:5]=[C:4]([C:14]1[CH:19]=[CH:18][C:17]([OH:20])=[C:16]([F:21])[CH:15]=1)[CH:3]=[C:2]2[C:27]1[CH:28]=[CH:29][C:24]([O:23][CH3:22])=[CH:25][CH:26]=1. The yield is 0.970. (9) The yield is 0.275. The catalyst is C(O)(C(F)(F)F)=O. The product is [CH2:1]([NH:8][C:9](=[O:46])[NH:10][C:11]1[N:16]=[CH:15][C:14]2[C:17]([CH2:39][CH2:40][C:41]([O:43][CH2:44][CH3:45])=[O:42])=[N:18][NH:19][C:13]=2[CH:12]=1)[C:2]1[CH:3]=[CH:4][CH:5]=[CH:6][CH:7]=1. The reactants are [CH2:1]([NH:8][C:9](=[O:46])[NH:10][C:11]1[N:16]=[CH:15][C:14]2[C:17]([CH2:39][CH2:40][C:41]([O:43][CH2:44][CH3:45])=[O:42])=[N:18][N:19](C(C3C=CC=CC=3)(C3C=CC=CC=3)C3C=CC=CC=3)[C:13]=2[CH:12]=1)[C:2]1[CH:7]=[CH:6][CH:5]=[CH:4][CH:3]=1.C([SiH](CC)CC)C.